Dataset: Catalyst prediction with 721,799 reactions and 888 catalyst types from USPTO. Task: Predict which catalyst facilitates the given reaction. (1) Reactant: [NH2:1][C:2]1[N:9]=[CH:8][CH:7]=[CH:6][C:3]=1[C:4]#[N:5].C([O-])([O-])=O.[Na+].[Na+].[Br:16]Br. Product: [NH2:1][C:2]1[N:9]=[CH:8][C:7]([Br:16])=[CH:6][C:3]=1[C:4]#[N:5]. The catalyst class is: 52. (2) Reactant: [CH3:1][O:2][C:3](=[O:10])[CH:4](Br)[CH2:5][CH2:6][CH2:7][CH3:8].[F:11][C:12]1[CH:18]=[CH:17][C:15]([NH2:16])=[CH:14][C:13]=1[CH3:19].C([O-])([O-])=O.[K+].[K+]. Product: [CH3:1][O:2][C:3](=[O:10])[CH:4]([NH:16][C:15]1[CH:17]=[CH:18][C:12]([F:11])=[C:13]([CH3:19])[CH:14]=1)[CH2:5][CH2:6][CH2:7][CH3:8]. The catalyst class is: 18.